From a dataset of Forward reaction prediction with 1.9M reactions from USPTO patents (1976-2016). Predict the product of the given reaction. (1) Given the reactants C([O:3][C:4](=[O:36])[CH2:5][NH:6][C:7]([C:9]1[C:10]([OH:35])=[C:11]([C:19]2[N:20](C(OC(C)(C)C)=O)[C:21]3[C:26]([CH:27]=2)=[CH:25][CH:24]=[CH:23][CH:22]=3)[CH:12]=[C:13]2[C:18]=1[N:17]=[CH:16][CH:15]=[N:14]2)=[O:8])C.[OH-].[Na+], predict the reaction product. The product is: [OH:35][C:10]1[C:9]([C:7]([NH:6][CH2:5][C:4]([OH:36])=[O:3])=[O:8])=[C:18]2[C:13](=[CH:12][C:11]=1[C:19]1[NH:20][C:21]3[C:26]([CH:27]=1)=[CH:25][CH:24]=[CH:23][CH:22]=3)[N:14]=[CH:15][CH:16]=[N:17]2. (2) Given the reactants [CH3:1][O:2][C:3]1[CH:11]=[CH:10][CH:9]=[C:8]([C:12]([F:15])([F:14])[F:13])[C:4]=1[C:5](O)=[O:6].ClC1C=CC=CC=1.S(C)C, predict the reaction product. The product is: [CH3:1][O:2][C:3]1[CH:11]=[CH:10][CH:9]=[C:8]([C:12]([F:13])([F:15])[F:14])[C:4]=1[CH2:5][OH:6].